From a dataset of Catalyst prediction with 721,799 reactions and 888 catalyst types from USPTO. Predict which catalyst facilitates the given reaction. (1) Reactant: [Br:1][C:2]1[CH:10]=[CH:9][C:5]([C:6](O)=[O:7])=[CH:4][N:3]=1.Cl.[CH3:12][NH:13][O:14][CH3:15].CCN(CC)CC.CCN=C=NCCCN(C)C. Product: [Br:1][C:2]1[CH:10]=[CH:9][C:5]([C:6]([N:13]([O:14][CH3:15])[CH3:12])=[O:7])=[CH:4][N:3]=1. The catalyst class is: 2. (2) Reactant: [O:1]=[C:2]1[N:6]([CH2:7][C:8]2[CH:13]=[CH:12][CH:11]=[CH:10][CH:9]=2)[C@H:5]([C:14]([OH:16])=O)[CH2:4][CH2:3]1.Cl.CN(C)CCCN=C=NCC.ON1C2C=CC=CC=2N=N1.C(N1CCOCC1)C.[Cl:47][C:48]1[C:53]([C:54]([F:57])([F:56])[F:55])=[CH:52][CH:51]=[CH:50][C:49]=1[CH2:58][NH2:59].C(=O)([O-])O.[Na+]. Product: [Cl:47][C:48]1[C:53]([C:54]([F:56])([F:57])[F:55])=[CH:52][CH:51]=[CH:50][C:49]=1[CH2:58][NH:59][C:14](=[O:16])[C@H:5]1[CH2:4][CH2:3][C:2](=[O:1])[N:6]1[CH2:7][C:8]1[CH:9]=[CH:10][CH:11]=[CH:12][CH:13]=1. The catalyst class is: 120.